From a dataset of Reaction yield outcomes from USPTO patents with 853,638 reactions. Predict the reaction yield, written as a fraction of the theoretical maximum amount of product (1.0 means a 100% yield; for example, 0.34 means a 34% yield). (1) The reactants are Cl.[NH:2]1[C:6]2[CH:7]=[CH:8][CH:9]=[CH:10][C:5]=2[N:4]=[C:3]1[C@@H:11]1[CH2:15][C:14](=[N:16][O:17][CH3:18])[CH2:13][N:12]1C(OC(C)(C)C)=O. The catalyst is C(Cl)Cl. The product is [CH3:18][O:17][N:16]=[C:14]1[CH2:15][C@@H:11]([C:3]2[NH:2][C:6]3[CH:7]=[CH:8][CH:9]=[CH:10][C:5]=3[N:4]=2)[NH:12][CH2:13]1. The yield is 0.990. (2) The reactants are [CH3:1][C:2]1([CH3:24])[CH2:11][CH2:10][C:9]([CH3:13])([CH3:12])[C:8]2[CH:7]=[C:6]([CH:14]([OH:17])[C:15]#[CH:16])[CH:5]=[C:4]([O:18][CH2:19][CH2:20][O:21][CH2:22][CH3:23])[C:3]1=2.[OH:25][C:26]1[CH:34]=[C:33](I)[CH:32]=[CH:31][C:27]=1[C:28]([OH:30])=[O:29].[Cl-].[NH4+]. The catalyst is CN(C=O)C.C(N(CC)CC)C.[Cu](I)I. The product is [OH:17][CH:14]([C:6]1[CH:5]=[C:4]([O:18][CH2:19][CH2:20][O:21][CH2:22][CH3:23])[C:3]2[C:2]([CH3:24])([CH3:1])[CH2:11][CH2:10][C:9]([CH3:12])([CH3:13])[C:8]=2[CH:7]=1)[C:15]#[C:16][C:33]1[CH:32]=[CH:31][C:27]([C:28]([OH:30])=[O:29])=[C:26]([OH:25])[CH:34]=1. The yield is 0.420. (3) No catalyst specified. The reactants are [Br:1][C:2]1[CH:10]=[C:9]([Br:11])[CH:8]=[C:4]([C:5]([OH:7])=O)[C:3]=1[OH:12].[Cl:13][C:14]1[CH:15]=[C:16]([CH:18]=[C:19]([Cl:21])[CH:20]=1)[NH2:17]. The yield is 0.442. The product is [Br:1][C:2]1[C:3]([OH:12])=[C:4]([CH:8]=[C:9]([Br:11])[CH:10]=1)[C:5]([NH:17][C:16]1[CH:15]=[C:14]([Cl:13])[CH:20]=[C:19]([Cl:21])[CH:18]=1)=[O:7]. (4) The product is [C:1]([C:5]1[O:9][N:8]=[C:7]([NH:10][C:11]([NH:13][C:14]2[CH:19]=[CH:18][CH:17]=[C:16]([S:20][C:24]3[C:33]4[C:28](=[CH:29][C:30]([O:36][CH2:37][CH2:38][Cl:39])=[C:31]([O:34][CH3:35])[CH:32]=4)[N:27]=[CH:26][N:25]=3)[CH:15]=2)=[O:12])[CH:6]=1)([CH3:4])([CH3:2])[CH3:3]. The reactants are [C:1]([C:5]1[O:9][N:8]=[C:7]([NH:10][C:11]([NH:13][C:14]2[CH:19]=[CH:18][CH:17]=[C:16]([SH:20])[CH:15]=2)=[O:12])[CH:6]=1)([CH3:4])([CH3:3])[CH3:2].[H-].[Na+].Cl[C:24]1[C:33]2[C:28](=[CH:29][C:30]([O:36][CH2:37][CH2:38][Cl:39])=[C:31]([O:34][CH3:35])[CH:32]=2)[N:27]=[CH:26][N:25]=1. The yield is 0.950. The catalyst is C1COCC1.CN(C=O)C.C(OCC)(=O)C. (5) The reactants are [CH3:1][O:2][C:3]([C:5]1[N:6]([CH2:23][C:24]2[CH:29]=[CH:28][C:27]([NH2:30])=[CH:26][CH:25]=2)[C:7](=[O:22])[C:8]2[C:13]([C:14]=1[C:15]1[CH:20]=[CH:19][CH:18]=[CH:17][CH:16]=1)=[CH:12][C:11]([Br:21])=[CH:10][CH:9]=2)=[O:4].C(N(CC)CC)C.[C:38]1(=[O:45])[O:44][C:42](=[O:43])[CH2:41][CH2:40][CH2:39]1. The product is [CH3:1][O:2][C:3]([C:5]1[N:6]([CH2:23][C:24]2[CH:25]=[CH:26][C:27]([NH:30][C:38](=[O:45])[CH2:39][CH2:40][CH2:41][C:42]([OH:44])=[O:43])=[CH:28][CH:29]=2)[C:7](=[O:22])[C:8]2[C:13]([C:14]=1[C:15]1[CH:16]=[CH:17][CH:18]=[CH:19][CH:20]=1)=[CH:12][C:11]([Br:21])=[CH:10][CH:9]=2)=[O:4]. The catalyst is O1CCCC1. The yield is 0.760.